This data is from Forward reaction prediction with 1.9M reactions from USPTO patents (1976-2016). The task is: Predict the product of the given reaction. (1) Given the reactants [CH:1]([N:4]1[C:8]2[N:9]=[C:10]([C@H:14]3[C@H:18]([CH3:19])[CH2:17][NH:16][CH2:15]3)[NH:11][C:12](=[O:13])[C:7]=2[CH:6]=[N:5]1)([CH3:3])[CH3:2].[N:20]1[C:29]2[C:24](=[CH:25][CH:26]=[CH:27][CH:28]=2)[CH:23]=[C:22]([CH:30]=O)[CH:21]=1, predict the reaction product. The product is: [CH:1]([N:4]1[C:8]2[N:9]=[C:10]([C@H:14]3[C@H:18]([CH3:19])[CH2:17][N:16]([CH2:30][C:22]4[CH:21]=[N:20][C:29]5[C:24]([CH:23]=4)=[CH:25][CH:26]=[CH:27][CH:28]=5)[CH2:15]3)[NH:11][C:12](=[O:13])[C:7]=2[CH:6]=[N:5]1)([CH3:3])[CH3:2]. (2) The product is: [CH:1]1([C:7]2[C:8]3[S:24][C:23]([C:25]([OH:27])=[O:26])=[CH:22][C:9]=3[N:10]([CH2:18][C:19]([N:29]3[CH2:34][CH2:33][O:32][CH2:31][CH2:30]3)=[O:20])[C:11]=2[C:12]2[CH:13]=[CH:14][CH:15]=[CH:16][CH:17]=2)[CH2:6][CH2:5][CH2:4][CH2:3][CH2:2]1. Given the reactants [CH:1]1([C:7]2[C:8]3[S:24][C:23]([C:25]([O:27]C)=[O:26])=[CH:22][C:9]=3[N:10]([CH2:18][C:19](O)=[O:20])[C:11]=2[C:12]2[CH:17]=[CH:16][CH:15]=[CH:14][CH:13]=2)[CH2:6][CH2:5][CH2:4][CH2:3][CH2:2]1.[NH:29]1[CH2:34][CH2:33][O:32][CH2:31][CH2:30]1.CCN(C(C)C)C(C)C.CN(C(ON1N=NC2C=CC=NC1=2)=[N+](C)C)C.F[P-](F)(F)(F)(F)F.B(Br)(Br)Br, predict the reaction product. (3) Given the reactants [N:1]([C@@H:4]([C:14]1[CH:19]=[CH:18][N:17]=[CH:16][CH:15]=1)[CH2:5][O:6][Si:7]([C:10]([CH3:13])([CH3:12])[CH3:11])([CH3:9])[CH3:8])=[N+]=[N-], predict the reaction product. The product is: [Si:7]([O:6][CH2:5][C@H:4]([C:14]1[CH:15]=[CH:16][N:17]=[CH:18][CH:19]=1)[NH2:1])([C:10]([CH3:13])([CH3:12])[CH3:11])([CH3:9])[CH3:8]. (4) The product is: [Cl:1][C:2]1[CH:3]=[C:4]([NH:8][C:9]2[CH:14]=[C:13]([NH:15][CH:16]3[CH2:21][CH2:20][N:19]([CH2:35][C:36]4[CH:41]=[CH:40][CH:39]=[CH:38][N:37]=4)[CH2:18][CH2:17]3)[N:12]3[N:22]=[CH:23][C:24]([CH:25]=[C:26]4[NH:30][C:29](=[O:31])[NH:28][C:27]4=[O:32])=[C:11]3[N:10]=2)[CH:5]=[CH:6][CH:7]=1. Given the reactants [Cl:1][C:2]1[CH:3]=[C:4]([NH:8][C:9]2[CH:14]=[C:13]([NH:15][CH:16]3[CH2:21][CH2:20][NH:19][CH2:18][CH2:17]3)[N:12]3[N:22]=[CH:23][C:24]([CH:25]=[C:26]4[NH:30][C:29](=[O:31])[NH:28][C:27]4=[O:32])=[C:11]3[N:10]=2)[CH:5]=[CH:6][CH:7]=1.Br.Br[CH2:35][C:36]1[CH:41]=[CH:40][CH:39]=[CH:38][N:37]=1, predict the reaction product. (5) Given the reactants C(=O)(OC)[O:2][C:3](=O)[CH2:4][C@@H:5]([NH:17][C:18]([O:20][CH2:21][C:22]1[CH:27]=[CH:26][CH:25]=[CH:24][CH:23]=1)=[O:19])[CH2:6][CH2:7][CH2:8][NH:9][C:10]([O:12][C:13]([CH3:16])([CH3:15])[CH3:14])=[O:11].[BH4-].[Na+], predict the reaction product. The product is: [C:13]([O:12][C:10]([NH:9][CH2:8][CH2:7][CH2:6][C@H:5]([NH:17][C:18](=[O:19])[O:20][CH2:21][C:22]1[CH:23]=[CH:24][CH:25]=[CH:26][CH:27]=1)[CH2:4][CH2:3][OH:2])=[O:11])([CH3:16])([CH3:14])[CH3:15].